From a dataset of Full USPTO retrosynthesis dataset with 1.9M reactions from patents (1976-2016). Predict the reactants needed to synthesize the given product. (1) The reactants are: [Cl:1][C:2]1[CH:36]=[CH:35][C:5]([CH2:6][C@@H:7]2[C@@H:15]([CH:16]3[CH2:20][CH2:19][CH2:18][CH2:17]3)[C@H:14]([CH3:21])[O:13][C:12](=[O:22])[C@@H:11]([NH:23][C:24](=[O:34])[C:25]3[C:30]([OH:31])=[C:29]([O:32][CH3:33])[CH:28]=[CH:27][N:26]=3)[CH2:10][O:9][CH2:8]2)=[CH:4][CH:3]=1.C([O-])([O-])=O.[Na+].[Na+].[Na+].[I-].[CH2:45]([O:47][CH2:48][C:49]([O:51][CH2:52]Cl)=[O:50])[CH3:46]. Given the product [CH2:45]([O:47][CH2:48][C:49]([O:51][CH2:52][O:31][C:30]1[C:25]([C:24](=[O:34])[NH:23][C@H:11]2[CH2:10][O:9][CH2:8][C@H:7]([CH2:6][C:5]3[CH:4]=[CH:3][C:2]([Cl:1])=[CH:36][CH:35]=3)[C@@H:15]([CH:16]3[CH2:20][CH2:19][CH2:18][CH2:17]3)[C@H:14]([CH3:21])[O:13][C:12]2=[O:22])=[N:26][CH:27]=[CH:28][C:29]=1[O:32][CH3:33])=[O:50])[CH3:46], predict the reactants needed to synthesize it. (2) Given the product [C:35]1([CH3:38])[CH:36]=[CH:37][C:32]([O:31][C:29](=[O:30])[N:18]([C@@H:16]2[C@@H:15]([C:20]3[CH:25]=[CH:24][C:23]([Cl:26])=[C:22]([Cl:27])[CH:21]=3)[CH2:14][N:13]([C:11]([CH:8]3[CH2:9][CH2:10][N:5]([CH2:4][CH:1]4[CH2:3][CH2:2]4)[CH2:6][CH2:7]3)=[O:12])[CH2:17]2)[CH3:19])=[CH:33][CH:34]=1, predict the reactants needed to synthesize it. The reactants are: [CH:1]1([CH2:4][N:5]2[CH2:10][CH2:9][CH:8]([C:11]([N:13]3[CH2:17][C@H:16]([NH:18][CH3:19])[C@@H:15]([C:20]4[CH:25]=[CH:24][C:23]([Cl:26])=[C:22]([Cl:27])[CH:21]=4)[CH2:14]3)=[O:12])[CH2:7][CH2:6]2)[CH2:3][CH2:2]1.Cl[C:29]([O:31][C:32]1[CH:37]=[CH:36][C:35]([CH3:38])=[CH:34][CH:33]=1)=[O:30]. (3) Given the product [CH2:34]([N:19]([CH2:17][CH3:18])[CH2:20][CH2:21][NH:22][C:23]([C:25]1[C:29]([CH3:30])=[C:28]([CH:31]=[C:9]2[C:8]3[C:12](=[CH:13][CH:14]=[CH:15][C:7]=3[C:3]3[CH:2]=[N:1][CH:6]=[CH:5][CH:4]=3)[NH:11][C:10]2=[O:16])[NH:27][C:26]=1[CH3:33])=[O:24])[CH3:35], predict the reactants needed to synthesize it. The reactants are: [N:1]1[CH:6]=[CH:5][CH:4]=[C:3]([C:7]2[CH:15]=[CH:14][CH:13]=[C:12]3[C:8]=2[CH2:9][C:10](=[O:16])[NH:11]3)[CH:2]=1.[CH2:17]([N:19]([CH2:34][CH3:35])[CH2:20][CH2:21][NH:22][C:23]([C:25]1[C:29]([CH3:30])=[C:28]([CH:31]=O)[NH:27][C:26]=1[CH3:33])=[O:24])[CH3:18].N1CCCCC1.O. (4) Given the product [Br:1][C:2]1[CH:10]=[C:9]([F:11])[CH:8]=[C:7]2[C:3]=1[CH:4]=[C:5]([C:12]([O:14][CH3:15])=[O:13])[N:6]2[CH2:19][CH2:20][CH2:21][C:22]([O:24][CH2:25][CH3:26])=[O:23], predict the reactants needed to synthesize it. The reactants are: [Br:1][C:2]1[CH:10]=[C:9]([F:11])[CH:8]=[C:7]2[C:3]=1[CH:4]=[C:5]([C:12]([O:14][CH3:15])=[O:13])[NH:6]2.[H-].[Na+].Br[CH2:19][CH2:20][CH2:21][C:22]([O:24][CH2:25][CH3:26])=[O:23].[NH4+].[Cl-]. (5) Given the product [CH:3]1([C@@H:6]2[O:16][CH2:15][C:9]3=[N:10][O:11][C@@H:12]([CH2:13][O:14][CH3:18])[C@@H:8]3[CH2:7]2)[CH2:4][CH2:5]1, predict the reactants needed to synthesize it. The reactants are: [H-].[Na+].[CH:3]1([C@@H:6]2[O:16][CH2:15][C:9]3=[N:10][O:11][C@@H:12]([CH2:13][OH:14])[C@@H:8]3[CH2:7]2)[CH2:5][CH2:4]1.I[CH3:18].O. (6) Given the product [CH3:23][O:22][C:20]([C:19]1[CH:24]=[C:25]2[CH:4]=[C:2]([C:1]([OH:6])=[O:5])[NH:15][C:16]2=[N:17][C:18]=1[CH3:27])=[O:21], predict the reactants needed to synthesize it. The reactants are: [C:1]([OH:6])(=[O:5])[C:2]([CH3:4])=O.N12CCN(CC1)CC2.[NH2:15][C:16]1[C:25](I)=[CH:24][C:19]([C:20]([O:22][CH3:23])=[O:21])=[C:18]([CH3:27])[N:17]=1. (7) Given the product [NH2:20][C@H:17]1[CH2:18][CH2:19][N:15]([CH:12]2[CH2:11][CH2:10][N:9]([C:7]3[S:6][N:5]=[C:4]([CH:1]([CH3:2])[CH3:3])[N:8]=3)[CH2:14][CH2:13]2)[C:16]1=[O:28], predict the reactants needed to synthesize it. The reactants are: [CH:1]([C:4]1[N:8]=[C:7]([N:9]2[CH2:14][CH2:13][CH:12]([N:15]3[CH2:19][CH2:18][C@H:17]([NH:20]C(=O)OC(C)(C)C)[C:16]3=[O:28])[CH2:11][CH2:10]2)[S:6][N:5]=1)([CH3:3])[CH3:2].C(O)(C(F)(F)F)=O. (8) Given the product [F:33][CH:29]([F:34])[O:20][C:11]1[C:12]([F:19])=[CH:13][C:14]([N+:16]([O-:18])=[O:17])=[CH:15][C:10]=1[CH2:9][N:7]([CH3:8])[C:6](=[O:21])[O:5][C:1]([CH3:4])([CH3:2])[CH3:3], predict the reactants needed to synthesize it. The reactants are: [C:1]([O:5][C:6](=[O:21])[N:7]([CH2:9][C:10]1[CH:15]=[C:14]([N+:16]([O-:18])=[O:17])[CH:13]=[C:12]([F:19])[C:11]=1[OH:20])[CH3:8])([CH3:4])([CH3:3])[CH3:2].C([O-])([O-])=O.[K+].[K+].Cl[C:29]([F:34])([F:33])C([O-])=O.[Na+].